From a dataset of CYP3A4 inhibition data for predicting drug metabolism from PubChem BioAssay. Regression/Classification. Given a drug SMILES string, predict its absorption, distribution, metabolism, or excretion properties. Task type varies by dataset: regression for continuous measurements (e.g., permeability, clearance, half-life) or binary classification for categorical outcomes (e.g., BBB penetration, CYP inhibition). Dataset: cyp3a4_veith. The compound is C[C@H]1O[C@@H](CC(=O)O)Cc2c1c(O)c1c(O)cc(-c3cc(=O)c4c(=O)c5c(c(=O)c=4c3=O)C[C@H](CC(=O)O)O[C@@H]5C)c(O)c1c2O. The result is 0 (non-inhibitor).